Dataset: Full USPTO retrosynthesis dataset with 1.9M reactions from patents (1976-2016). Task: Predict the reactants needed to synthesize the given product. Given the product [Br:1][C:2]1[CH:3]=[C:4]([CH2:9][O:10][CH:11]2[CH2:16][CH2:15][CH2:14][CH2:13][O:12]2)[C:5]([NH:17][NH2:18])=[N:6][CH:7]=1, predict the reactants needed to synthesize it. The reactants are: [Br:1][C:2]1[CH:3]=[C:4]([CH2:9][O:10][CH:11]2[CH2:16][CH2:15][CH2:14][CH2:13][O:12]2)[C:5](F)=[N:6][CH:7]=1.[NH2:17][NH2:18].